Task: Regression/Classification. Given a drug SMILES string, predict its toxicity properties. Task type varies by dataset: regression for continuous values (e.g., LD50, hERG inhibition percentage) or binary classification for toxic/non-toxic outcomes (e.g., AMES mutagenicity, cardiotoxicity, hepatotoxicity). Dataset: ld50_zhu.. Dataset: Acute oral toxicity (LD50) regression data from Zhu et al. The compound is CC(=O)Nc1ccc(N)cc1. The rat oral LD50 is 1.78, given as -log10 of the dose in mol/kg body weight (higher means more acutely toxic).